Dataset: Catalyst prediction with 721,799 reactions and 888 catalyst types from USPTO. Task: Predict which catalyst facilitates the given reaction. (1) Reactant: [C:1]1([C:7]2[O:11][N:10]=[C:9](/[CH:12]=[N:13]/[OH:14])[C:8]=2[C:15]([F:18])([F:17])[F:16])[CH:6]=[CH:5][CH:4]=[CH:3][CH:2]=1.[Cl:19]N1C(=O)CCC1=O. Product: [OH:14][N:13]=[C:12]([Cl:19])[C:9]1[C:8]([C:15]([F:17])([F:18])[F:16])=[C:7]([C:1]2[CH:2]=[CH:3][CH:4]=[CH:5][CH:6]=2)[O:11][N:10]=1. The catalyst class is: 42. (2) Reactant: CS(O)(=O)=O.[NH2:6][C@H:7]1[CH2:12][C:11]([C:13]([O:15][CH2:16][CH3:17])=[O:14])=[CH:10][C@@H:9]([O:18][CH:19]([CH2:22][CH3:23])[CH2:20][CH3:21])[C@@H:8]1[NH:24][C:25](=[O:29])[CH:26]([F:28])[F:27].C(N(CC)CC)C.[C:37]([NH:44][C:45]([NH:47][C:48]([O:50][C:51]([CH3:54])([CH3:53])[CH3:52])=[O:49])=S)([O:39][C:40]([CH3:43])([CH3:42])[CH3:41])=[O:38]. Product: [C:51]([O:50][C:48](/[N:47]=[C:45](\[NH:44][C:37]([O:39][C:40]([CH3:43])([CH3:42])[CH3:41])=[O:38])/[NH:6][C@H:7]1[CH2:12][C:11]([C:13]([O:15][CH2:16][CH3:17])=[O:14])=[CH:10][C@@H:9]([O:18][CH:19]([CH2:22][CH3:23])[CH2:20][CH3:21])[C@@H:8]1[NH:24][C:25](=[O:29])[CH:26]([F:28])[F:27])=[O:49])([CH3:54])([CH3:53])[CH3:52]. The catalyst class is: 59.